From a dataset of Forward reaction prediction with 1.9M reactions from USPTO patents (1976-2016). Predict the product of the given reaction. (1) The product is: [C:14]([C:38]1[CH:34]=[C:32]([NH:23][C:22]([NH:9][CH2:8][C:7]2[CH:10]=[C:3]([F:2])[CH:4]=[CH:5][C:6]=2[O:11][C:12]2[CH:13]=[C:14]3[C:18](=[CH:19][CH:20]=2)[N:17]([CH3:21])[N:16]=[CH:15]3)=[O:25])[N:28]([C:29]2[CH:30]=[CH:4][C:3]([Cl:1])=[CH:10][CH:31]=2)[N:36]=1)([CH3:18])([CH3:15])[CH3:13]. Given the reactants [ClH:1].[F:2][C:3]1[CH:4]=[CH:5][C:6]([O:11][C:12]2[CH:13]=[C:14]3[C:18](=[CH:19][CH:20]=2)[N:17]([CH3:21])[N:16]=[CH:15]3)=[C:7]([CH:10]=1)[CH2:8][NH2:9].[C:22](=[O:25])([O-])[NH2:23].CC[N:28]([CH:32]([CH3:34])C)[CH:29]([CH3:31])[CH3:30].C[N:36]([CH:38]=O)C, predict the reaction product. (2) Given the reactants [F:1][C:2]1[CH:7]=[CH:6][C:5]([N:8]2[C@H:11]([C:12]3[CH:17]=[CH:16][C:15]([OH:18])=[CH:14][CH:13]=3)[C@@H:10]([CH2:19][CH2:20][C:21]([C:23]3[CH:28]=[CH:27][C:26]([F:29])=[CH:25][CH:24]=3)=[O:22])[C:9]2=[O:30])=[CH:4][CH:3]=1.B1(C)OC(C2C=CC=CC=2)(C2C=CC=CC=2)[C@@H]2N1CCC2.C1(C)C=CC=CC=1, predict the reaction product. The product is: [F:1][C:2]1[CH:3]=[CH:4][C:5]([N:8]2[C@H:11]([C:12]3[CH:13]=[CH:14][C:15]([OH:18])=[CH:16][CH:17]=3)[C@@H:10]([CH2:19][CH2:20][C@@H:21]([C:23]3[CH:24]=[CH:25][C:26]([F:29])=[CH:27][CH:28]=3)[OH:22])[C:9]2=[O:30])=[CH:6][CH:7]=1. (3) Given the reactants C([O:4][C:5]1[CH:10]=[C:9]([C:11]#[N:12])[C:8](Br)=[C:7]([C:14]#[N:15])[C:6]=1[O:16]C(=O)C)(=O)C.CCCC[Sn]([CH:33]=[C:34]([CH3:36])[CH3:35])(CCCC)CCCC, predict the reaction product. The product is: [OH:16][C:6]1[C:5]([OH:4])=[CH:10][C:9]([C:11]#[N:12])=[C:8]([CH:33]=[C:34]([CH3:36])[CH3:35])[C:7]=1[C:14]#[N:15]. (4) Given the reactants [C:1]1([CH:7]([C:32]2[CH:37]=[CH:36][CH:35]=[CH:34][CH:33]=2)[N:8]2[C:16]3[C:11](=[CH:12][CH:13]=[CH:14][CH:15]=3)[C:10]([C:19]3[C:20](O)=[CH:21][C:22]4[O:26][CH2:25][C:24]([CH3:28])([CH3:27])[C:23]=4[CH:29]=3)([CH2:17][OH:18])[C:9]2=[O:31])[CH:6]=[CH:5][CH:4]=[CH:3][CH:2]=1.C1(CCN2C3C(=CC=CC=3)C(C3C(O)=CC4OCOC=4C=3)(CO)C2=O)CC1, predict the reaction product. The product is: [C:32]1([CH:7]([C:1]2[CH:2]=[CH:3][CH:4]=[CH:5][CH:6]=2)[N:8]2[C:16]3[C:11](=[CH:12][CH:13]=[CH:14][CH:15]=3)[C:10]3([CH2:17][O:18][C:20]4[CH:21]=[C:22]5[C:23](=[CH:29][C:19]3=4)[C:24]([CH3:27])([CH3:28])[CH2:25][O:26]5)[C:9]2=[O:31])[CH:37]=[CH:36][CH:35]=[CH:34][CH:33]=1. (5) Given the reactants [OH-].[Na+].[Cl:3][C:4]1[CH:5]=[C:6]([CH:11]2[O:17][CH2:16][CH2:15][N:14]([C:18]([O:20][C:21]([CH3:24])([CH3:23])[CH3:22])=[O:19])[CH2:13][CH:12]2[O:25][C:26]2[CH:31]=[CH:30][CH:29]=[C:28]([C:32]([O:34]C)=[O:33])[N:27]=2)[CH:7]=[CH:8][C:9]=1[Cl:10].O, predict the reaction product. The product is: [C:21]([O:20][C:18]([N:14]1[CH2:13][CH:12]([O:25][C:26]2[N:27]=[C:28]([C:32]([OH:34])=[O:33])[CH:29]=[CH:30][CH:31]=2)[CH:11]([C:6]2[CH:7]=[CH:8][C:9]([Cl:10])=[C:4]([Cl:3])[CH:5]=2)[O:17][CH2:16][CH2:15]1)=[O:19])([CH3:24])([CH3:22])[CH3:23].